Task: Predict the reactants needed to synthesize the given product.. Dataset: Full USPTO retrosynthesis dataset with 1.9M reactions from patents (1976-2016) (1) Given the product [Cl:1][C:2]1[CH:3]=[C:4]2[C:8](=[CH:9][CH:10]=1)[NH:7][CH:6]=[C:5]2[CH2:11][NH:12][C:13](=[O:22])[C:14]1[CH:19]=[CH:18][C:17]([CH2:20][C:26]2[CH:25]=[C:24]([F:23])[CH:29]=[C:28]([F:30])[CH:27]=2)=[CH:16][CH:15]=1, predict the reactants needed to synthesize it. The reactants are: [Cl:1][C:2]1[CH:3]=[C:4]2[C:8](=[CH:9][CH:10]=1)[NH:7][CH:6]=[C:5]2[CH2:11][NH:12][C:13](=[O:22])[C:14]1[CH:19]=[CH:18][C:17]([CH2:20]Cl)=[CH:16][CH:15]=1.[F:23][C:24]1[CH:25]=[C:26](B(O)O)[CH:27]=[C:28]([F:30])[CH:29]=1.C(=O)([O-])[O-].[Na+].[Na+].[I-].[Na+]. (2) Given the product [CH3:20][N:18]1[CH:19]=[C:15]([CH2:14][N:11]2[CH2:12][CH2:13][N:8]([C:3]3[C:2]([C:32]4[CH:31]=[CH:30][CH:29]=[C:28]([F:27])[C:33]=4[F:34])=[N:7][CH:6]=[CH:5][N:4]=3)[CH2:9][CH2:10]2)[CH:16]=[N:17]1, predict the reactants needed to synthesize it. The reactants are: Cl[C:2]1[C:3]([N:8]2[CH2:13][CH2:12][N:11]([CH2:14][C:15]3[CH:16]=[N:17][N:18]([CH3:20])[CH:19]=3)[CH2:10][CH2:9]2)=[N:4][CH:5]=[CH:6][N:7]=1.C(=O)([O-])[O-].[K+].[K+].[F:27][C:28]1[C:33]([F:34])=[CH:32][CH:31]=[CH:30][C:29]=1B(O)O. (3) Given the product [OH:1][C@H:2]([C:11]1[CH:20]=[CH:19][C:14]2[C:15](=[O:18])[O:16][CH2:17][C:13]=2[C:12]=1[CH3:21])[CH2:3][N:4]1[CH2:9][CH2:8][N:7]([C:23]2[N:24]=[CH:25][C:26]3[C:31]([CH:32]=2)=[CH:30][CH:29]=[C:28]([C:33]#[N:34])[C:27]=3[CH3:35])[C:6](=[O:10])[CH2:5]1, predict the reactants needed to synthesize it. The reactants are: [OH:1][C@H:2]([C:11]1[CH:20]=[CH:19][C:14]2[C:15](=[O:18])[O:16][CH2:17][C:13]=2[C:12]=1[CH3:21])[CH2:3][N:4]1[CH2:9][CH2:8][NH:7][C:6](=[O:10])[CH2:5]1.Cl[C:23]1[N:24]=[CH:25][C:26]2[C:31]([CH:32]=1)=[CH:30][CH:29]=[C:28]([C:33]#[N:34])[C:27]=2[CH3:35].CC1(C)C2C(=C(P(C3C=CC=CC=3)C3C=CC=CC=3)C=CC=2)OC2C(P(C3C=CC=CC=3)C3C=CC=CC=3)=CC=CC1=2.C([O-])([O-])=O.[Cs+].[Cs+]. (4) Given the product [F:43][C:37]([F:42])([O:36][C:33]1[CH:34]=[CH:35][C:30]([N:27]2[CH:28]=[N:29][C:25]([C:9]3[CH:10]=[CH:11][C:12]([NH:15][C:16](=[O:22])[O:17][C:18]([CH3:19])([CH3:20])[CH3:21])=[CH:13][CH:14]=3)=[N:26]2)=[CH:31][CH:32]=1)[C:38]([F:41])([F:40])[F:39], predict the reactants needed to synthesize it. The reactants are: CC1(C)C(C)(C)OB([C:9]2[CH:14]=[CH:13][C:12]([NH:15][C:16](=[O:22])[O:17][C:18]([CH3:21])([CH3:20])[CH3:19])=[CH:11][CH:10]=2)O1.Br[C:25]1[N:29]=[CH:28][N:27]([C:30]2[CH:35]=[CH:34][C:33]([O:36][C:37]([F:43])([F:42])[C:38]([F:41])([F:40])[F:39])=[CH:32][CH:31]=2)[N:26]=1.C([O-])(O)=O.[Na+].O1CCOCC1. (5) Given the product [NH2:10][C:11]1[C:12]([C:27]([NH:29][C:30]2[CH:31]=[N:32][CH:33]=[CH:34][C:35]=2[N:36]2[CH2:41][C@H:40]([CH3:42])[CH2:39][C@H:38]([NH:43][C:44](=[O:45])[O:46][C:47]([CH3:50])([CH3:49])[CH3:48])[CH2:37]2)=[O:28])=[N:13][C:14]2[C:19]([CH:20]=1)=[CH:18][CH:17]=[C:16]([CH:21]1[CH2:26][CH2:25][O:24][CH2:23][CH2:22]1)[CH:15]=2, predict the reactants needed to synthesize it. The reactants are: C(OC(=O)[NH:10][C:11]1[C:12]([C:27]([NH:29][C:30]2[CH:31]=[N:32][CH:33]=[CH:34][C:35]=2[N:36]2[CH2:41][C@H:40]([CH3:42])[CH2:39][C@H:38]([NH:43][C:44]([O:46][C:47]([CH3:50])([CH3:49])[CH3:48])=[O:45])[CH2:37]2)=[O:28])=[N:13][C:14]2[C:19]([CH:20]=1)=[CH:18][CH:17]=[C:16]([C:21]1[CH2:22][CH2:23][O:24][CH2:25][CH:26]=1)[CH:15]=2)C1C=CC=CC=1.[H][H]. (6) Given the product [CH2:1]([O:8][C:9]1[CH:14]=[CH:13][C:12]([CH2:25][C:24]([O:23][C:19]([CH3:22])([CH3:21])[CH3:20])=[O:27])=[C:11]([O:16][CH3:17])[CH:10]=1)[C:2]1[CH:7]=[CH:6][CH:5]=[CH:4][CH:3]=1, predict the reactants needed to synthesize it. The reactants are: [CH2:1]([O:8][C:9]1[CH:14]=[CH:13][C:12](Br)=[C:11]([O:16][CH3:17])[CH:10]=1)[C:2]1[CH:7]=[CH:6][CH:5]=[CH:4][CH:3]=1.[Cl-].[C:19]([O:23][C:24](=[O:27])[CH2:25][Zn+])([CH3:22])([CH3:21])[CH3:20].CC(C1C=C(C(C)C)C(C2C=CC=CC=2P(C2CCCCC2)C2CCCCC2)=C(C(C)C)C=1)C. (7) Given the product [CH2:1]([N:3]1[C:7]2[N:8]=[C:9]([C:18]3[CH:19]=[CH:20][C:21]([NH:24][C:25]([NH:27][C:28]4[CH:29]=[CH:30][C:31]([C:32]([NH:70][CH2:71][CH2:72][C:73]5[CH:78]=[CH:77][CH:76]=[CH:75][N:74]=5)=[O:34])=[CH:35][CH:36]=4)=[O:26])=[CH:22][CH:23]=3)[N:10]=[C:11]([N:12]3[CH2:17][CH2:16][O:15][CH2:14][CH2:13]3)[C:6]=2[N:5]=[N:4]1)[CH3:2], predict the reactants needed to synthesize it. The reactants are: [CH2:1]([N:3]1[C:7]2[N:8]=[C:9]([C:18]3[CH:23]=[CH:22][C:21]([NH:24][C:25]([NH:27][C:28]4[CH:36]=[CH:35][C:31]([C:32]([OH:34])=O)=[CH:30][CH:29]=4)=[O:26])=[CH:20][CH:19]=3)[N:10]=[C:11]([N:12]3[CH2:17][CH2:16][O:15][CH2:14][CH2:13]3)[C:6]=2[N:5]=[N:4]1)[CH3:2].CCN(C(C)C)C(C)C.CN(C(ON1N=NC2C=CC=CC1=2)=[N+](C)C)C.F[P-](F)(F)(F)(F)F.[NH2:70][CH2:71][CH2:72][C:73]1[CH:78]=[CH:77][CH:76]=[CH:75][N:74]=1. (8) Given the product [CH2:1]([C@H:8]1[CH2:13][N:12]([C:14]2[CH:23]=[CH:22][C:21]([O:24][CH3:25])=[C:20]3[C:15]=2[CH:16]=[CH:17][C:18]([C:26]([F:27])([F:29])[F:28])=[N:19]3)[CH2:11][CH2:10][N:9]1[CH2:30][C:31]([NH:41][O:40][CH:35]1[CH2:36][CH2:37][CH2:38][CH2:39][O:34]1)=[O:32])[C:2]1[CH:3]=[CH:4][CH:5]=[CH:6][CH:7]=1, predict the reactants needed to synthesize it. The reactants are: [CH2:1]([C@H:8]1[CH2:13][N:12]([C:14]2[CH:23]=[CH:22][C:21]([O:24][CH3:25])=[C:20]3[C:15]=2[CH:16]=[CH:17][C:18]([C:26]([F:29])([F:28])[F:27])=[N:19]3)[CH2:11][CH2:10][N:9]1[CH2:30][C:31](O)=[O:32])[C:2]1[CH:7]=[CH:6][CH:5]=[CH:4][CH:3]=1.[O:34]1[CH2:39][CH2:38][CH2:37][CH2:36][CH:35]1[O:40][NH2:41].C1CCC(N=C=NC2CCCCC2)CC1.CCOC(C)=O.